From a dataset of Full USPTO retrosynthesis dataset with 1.9M reactions from patents (1976-2016). Predict the reactants needed to synthesize the given product. Given the product [CH2:26]([O:25][CH2:24][CH2:23][N:22]([CH2:21][CH2:20][O:19][CH2:1][CH2:2][CH2:3][CH2:4][CH2:5][CH2:6][CH2:7][CH2:8]/[CH:9]=[CH:10]\[CH2:11][CH2:12][CH2:13][CH2:14][CH2:15][CH2:16][CH2:17][CH3:18])[CH2:46][CH2:45][C:44]([O:48][CH2:49][CH3:50])=[O:47])[CH2:27][CH2:28][CH2:29][CH2:30][CH2:31][CH2:32][CH2:33]/[CH:34]=[CH:35]\[CH2:36][CH2:37][CH2:38][CH2:39][CH2:40][CH2:41][CH2:42][CH3:43], predict the reactants needed to synthesize it. The reactants are: [CH2:1]([O:19][CH2:20][CH2:21][NH:22][CH2:23][CH2:24][O:25][CH2:26][CH2:27][CH2:28][CH2:29][CH2:30][CH2:31][CH2:32][CH2:33]/[CH:34]=[CH:35]\[CH2:36][CH2:37][CH2:38][CH2:39][CH2:40][CH2:41][CH2:42][CH3:43])[CH2:2][CH2:3][CH2:4][CH2:5][CH2:6][CH2:7][CH2:8]/[CH:9]=[CH:10]\[CH2:11][CH2:12][CH2:13][CH2:14][CH2:15][CH2:16][CH2:17][CH3:18].[C:44]([O:48][CH2:49][CH3:50])(=[O:47])[CH:45]=[CH2:46].[O-]CC.[Na+].